Dataset: Reaction yield outcomes from USPTO patents with 853,638 reactions. Task: Predict the reaction yield, written as a fraction of the theoretical maximum amount of product (1.0 means a 100% yield; for example, 0.34 means a 34% yield). The reactants are [NH2:1][C:2]1([C:10]2[CH:15]=[CH:14][CH:13]=[CH:12][CH:11]=2)[CH2:7][N:6]([CH3:8])[C:5](=[O:9])[CH2:4][CH2:3]1.C(N(CC)CC)C.[C:23](O[C:23]([O:25][C:26]([CH3:29])([CH3:28])[CH3:27])=[O:24])([O:25][C:26]([CH3:29])([CH3:28])[CH3:27])=[O:24].O. The catalyst is C1COCC1. The product is [C:26]([O:25][C:23](=[O:24])[NH:1][C:2]1([C:10]2[CH:15]=[CH:14][CH:13]=[CH:12][CH:11]=2)[CH2:3][CH2:4][C:5](=[O:9])[N:6]([CH3:8])[CH2:7]1)([CH3:29])([CH3:28])[CH3:27]. The yield is 0.540.